The task is: Predict the reaction yield, written as a fraction of the theoretical maximum amount of product (1.0 means a 100% yield; for example, 0.34 means a 34% yield).. This data is from Reaction yield outcomes from USPTO patents with 853,638 reactions. (1) The reactants are [Li+].[Cl-].[CH:3](NC(C)C)([CH3:5])[CH3:4].[Li]CCCC.[Cl:15][CH2:16][CH2:17][CH2:18][CH2:19][C:20]([N:22]([C@@H:24]([CH3:33])[C@@H:25]([OH:32])[C:26]1[CH:31]=[CH:30][CH:29]=[CH:28][CH:27]=1)[CH3:23])=[O:21].C(Br)C=C.C([O-])(O)=O.[Na+]. The catalyst is C1COCC1.CCOC(C)=O.O. The product is [Cl:15][CH2:16][CH2:17][CH2:18][C@H:19]([CH2:5][CH:3]=[CH2:4])[C:20]([N:22]([C@@H:24]([CH3:33])[C@@H:25]([OH:32])[C:26]1[CH:31]=[CH:30][CH:29]=[CH:28][CH:27]=1)[CH3:23])=[O:21]. The yield is 0.950. (2) The reactants are [Si:1]([O:8][C@H:9]([CH3:35])[C@@H:10]([NH:25][C:26]1[CH:31]=[CH:30][C:29]([C:32]#[N:33])=[C:28]([Cl:34])[CH:27]=1)[C:11]([NH:13][NH:14][C:15](=O)[C:16]1[CH:21]=[CH:20][C:19]([C:22]#[N:23])=[CH:18][CH:17]=1)=[O:12])([C:4]([CH3:7])([CH3:6])[CH3:5])([CH3:3])[CH3:2].C1C=CC(P(C2C=CC=CC=2)C2C=CC=CC=2)=CC=1.II.CCN(CC)CC. The catalyst is C(Cl)Cl. The product is [Si:1]([O:8][C@H:9]([CH3:35])[C@@H:10]([NH:25][C:26]1[CH:31]=[CH:30][C:29]([C:32]#[N:33])=[C:28]([Cl:34])[CH:27]=1)[C:11]1[O:12][C:15]([C:16]2[CH:17]=[CH:18][C:19]([C:22]#[N:23])=[CH:20][CH:21]=2)=[N:14][N:13]=1)([C:4]([CH3:6])([CH3:5])[CH3:7])([CH3:3])[CH3:2]. The yield is 1.00. (3) The reactants are [Si]([O:8][C:9]1[CH:17]=[CH:16][CH:15]=[C:14]2[C:10]=1[CH:11]=[CH:12][N:13]2[CH2:18][CH2:19][N:20]([CH2:28][C@H:29]([OH:36])[C:30]1[CH:31]=[N:32][CH:33]=[CH:34][CH:35]=1)[C:21](=[O:27])[O:22][C:23]([CH3:26])([CH3:25])[CH3:24])(C(C)(C)C)(C)C.[F-].C([N+](CCCC)(CCCC)CCCC)CCC. The catalyst is O1CCCC1. The product is [OH:8][C:9]1[CH:17]=[CH:16][CH:15]=[C:14]2[C:10]=1[CH:11]=[CH:12][N:13]2[CH2:18][CH2:19][N:20]([CH2:28][C@H:29]([OH:36])[C:30]1[CH:31]=[N:32][CH:33]=[CH:34][CH:35]=1)[C:21](=[O:27])[O:22][C:23]([CH3:24])([CH3:26])[CH3:25]. The yield is 0.970. (4) The reactants are C([S:8][C:9]1[CH:18]=[C:17]2[C:12]([C:13]([C:20]3[CH:25]=[CH:24][C:23]([CH:26]([F:28])[F:27])=[CH:22][C:21]=3[O:29][CH3:30])=[N:14][C:15]([CH3:19])=[N:16]2)=[CH:11][CH:10]=1)C1C=CC=CC=1.CC(O)=O.[OH2:35].[Cl:36]N1C(C)(C)C(=O)N(Cl)C1=O.[OH2:47]. The catalyst is C(Cl)Cl. The product is [F:27][CH:26]([F:28])[C:23]1[CH:24]=[CH:25][C:20]([C:13]2[C:12]3[C:17](=[CH:18][C:9]([S:8]([Cl:36])(=[O:47])=[O:35])=[CH:10][CH:11]=3)[N:16]=[C:15]([CH3:19])[N:14]=2)=[C:21]([O:29][CH3:30])[CH:22]=1. The yield is 0.502. (5) The reactants are [CH3:1][O:2][C:3](=[O:13])[C:4]1[CH:9]=[C:8]([CH2:10]O)[CH:7]=[C:6]([F:12])[CH:5]=1. The catalyst is [Pd].C(O)C. The product is [CH3:1][O:2][C:3](=[O:13])[C:4]1[CH:9]=[C:8]([CH3:10])[CH:7]=[C:6]([F:12])[CH:5]=1. The yield is 0.870. (6) The reactants are [F:1][C:2]1[CH:7]=[C:6]([CH:8]=[CH:9][N+:10]([O-])=O)[CH:5]=[CH:4][C:3]=1[C:13]([F:16])([F:15])[F:14].Cl[Si](C)(C)C.[Li+].[BH4-]. The catalyst is C1COCC1. The product is [F:1][C:2]1[CH:7]=[C:6]([CH2:8][CH2:9][NH2:10])[CH:5]=[CH:4][C:3]=1[C:13]([F:15])([F:16])[F:14]. The yield is 1.00.